This data is from Forward reaction prediction with 1.9M reactions from USPTO patents (1976-2016). The task is: Predict the product of the given reaction. Given the reactants C[O:2][C:3](=[O:31])[C:4]([NH:7][C:8]([C:10]1[CH:19]=[CH:18][C:17]2[C:12](=[CH:13][CH:14]=[CH:15][CH:16]=2)[C:11]=1/[CH:20]=[CH:21]/[C:22]1[CH:27]=[CH:26][C:25]([CH:28]([CH3:30])[CH3:29])=[CH:24][CH:23]=1)=[O:9])([CH3:6])[CH3:5].O.O[Li].O, predict the reaction product. The product is: [CH:28]([C:25]1[CH:24]=[CH:23][C:22](/[CH:21]=[CH:20]/[C:11]2[C:12]3[C:17](=[CH:16][CH:15]=[CH:14][CH:13]=3)[CH:18]=[CH:19][C:10]=2[C:8]([NH:7][C:4]([CH3:6])([CH3:5])[C:3]([OH:31])=[O:2])=[O:9])=[CH:27][CH:26]=1)([CH3:30])[CH3:29].